This data is from Catalyst prediction with 721,799 reactions and 888 catalyst types from USPTO. The task is: Predict which catalyst facilitates the given reaction. (1) Reactant: B(Br)(Br)Br.C[O:6][C:7]1[CH:8]=[C:9]([C:13]2([CH2:21][CH2:22][CH3:23])[O:18][CH2:17][CH2:16][N:15]([CH3:19])[C:14]2=[O:20])[CH:10]=[CH:11][CH:12]=1. Product: [OH:6][C:7]1[CH:8]=[C:9]([C:13]2([CH2:21][CH2:22][CH3:23])[O:18][CH2:17][CH2:16][N:15]([CH3:19])[C:14]2=[O:20])[CH:10]=[CH:11][CH:12]=1. The catalyst class is: 2. (2) Reactant: [OH:1][C@H:2]1[C@H:7]([NH:8][C:9]([O:11][C:12]([CH3:15])([CH3:14])[CH3:13])=[O:10])[CH2:6][CH2:5][C@@H:4]([C:16]([NH2:18])=[O:17])[CH2:3]1.[N+:19]([C:22]1[CH:30]=[CH:29][C:25]([C:26](O)=[O:27])=[CH:24][CH:23]=1)([O-:21])=[O:20].C1(P(C2C=CC=CC=2)C2C=CC=CC=2)C=CC=CC=1.N(C(OC(C)C)=O)=NC(OC(C)C)=O. Product: [C:12]([O:11][C:9]([NH:8][C@@H:7]1[CH2:6][CH2:5][C@@H:4]([C:16](=[O:17])[NH2:18])[CH2:3][C@@H:2]1[O:1][C:26](=[O:27])[C:25]1[CH:24]=[CH:23][C:22]([N+:19]([O-:21])=[O:20])=[CH:30][CH:29]=1)=[O:10])([CH3:13])([CH3:14])[CH3:15]. The catalyst class is: 118. (3) Reactant: [Br:1][C:2]1[CH:7]=[CH:6][C:5]([OH:8])=[CH:4][N:3]=1.[H-].[Na+].I[CH3:12].O. Product: [Br:1][C:2]1[CH:7]=[CH:6][C:5]([O:8][CH3:12])=[CH:4][N:3]=1. The catalyst class is: 3. (4) Reactant: [NH2:1][CH2:2][CH:3]1[CH2:8][CH2:7][CH:6]([CH2:9][NH:10][C:11]2[N:19]=[CH:18][N:17]=[C:16]3[C:12]=2[N:13]=[C:14]([C:27]2[CH:32]=[CH:31][CH:30]=[CH:29][C:28]=2[Cl:33])[N:15]3[C:20]2[CH:25]=[CH:24][C:23]([Cl:26])=[CH:22][CH:21]=2)[CH2:5][CH2:4]1.[CH3:34][S:35](Cl)(=[O:37])=[O:36].C(N(CC)CC)C. Product: [Cl:33][C:28]1[CH:29]=[CH:30][CH:31]=[CH:32][C:27]=1[C:14]1[N:15]([C:20]2[CH:21]=[CH:22][C:23]([Cl:26])=[CH:24][CH:25]=2)[C:16]2[C:12]([N:13]=1)=[C:11]([NH:10][CH2:9][CH:6]1[CH2:7][CH2:8][CH:3]([CH2:2][NH:1][S:35]([CH3:34])(=[O:37])=[O:36])[CH2:4][CH2:5]1)[N:19]=[CH:18][N:17]=2. The catalyst class is: 1. (5) Reactant: ClC1[N:7]=[CH:6][C:5]2[C:8]3([CH2:13][CH2:12]3)C(=O)[NH:10][C:4]=2[CH:3]=1.[H-].[H-].[H-].[H-].[Li+].[Al+3]. Product: [NH:10]1[C:4]2[C:5](=[CH:8][CH:13]=[CH:12][CH:3]=2)[CH2:6][NH:7]1. The catalyst class is: 1.